Dataset: Reaction yield outcomes from USPTO patents with 853,638 reactions. Task: Predict the reaction yield, written as a fraction of the theoretical maximum amount of product (1.0 means a 100% yield; for example, 0.34 means a 34% yield). (1) The reactants are Br[C:2]1[CH:3]=[C:4]([CH:8]2[CH2:17][C:16]([CH3:19])([CH3:18])[C:15]3[C:10](=[C:11]([CH3:22])[CH:12]=[C:13]([C:20]#[N:21])[CH:14]=3)[NH:9]2)[CH:5]=[CH:6][CH:7]=1.[NH2:23][C:24]1([C:27]([OH:29])=[O:28])[CH2:26][CH2:25]1.C(=O)([O-])[O-].[K+].[K+]. The catalyst is CS(C)=O.[Cu]I. The product is [C:20]([C:13]1[CH:14]=[C:15]2[C:10](=[C:11]([CH3:22])[CH:12]=1)[NH:9][CH:8]([C:4]1[CH:3]=[C:2]([NH:23][C:24]3([C:27]([OH:29])=[O:28])[CH2:26][CH2:25]3)[CH:7]=[CH:6][CH:5]=1)[CH2:17][C:16]2([CH3:19])[CH3:18])#[N:21]. The yield is 0.213. (2) The reactants are Cl.CN(C)CCCN=C=NCC.[F:13][C:14]1[CH:15]=[C:16]([NH:21][CH:22]([C:24]2[CH:25]=[C:26]([C:41](O)=[O:42])[CH:27]=[C:28]3[C:33]=2[O:32][C:31]([N:34]2[CH2:39][CH2:38][O:37][CH2:36][CH2:35]2)=[CH:30][C:29]3=[O:40])[CH3:23])[CH:17]=[C:18]([F:20])[CH:19]=1.[Si:44]([O:61][CH2:62][CH2:63][NH:64][CH3:65])([C:57]([CH3:60])([CH3:59])[CH3:58])([C:51]1[CH:56]=[CH:55][CH:54]=[CH:53][CH:52]=1)[C:45]1[CH:50]=[CH:49][CH:48]=[CH:47][CH:46]=1.OC1C=CC=C[N+]=1[O-]. The catalyst is C(Cl)Cl. The product is [Si:44]([O:61][CH2:62][CH2:63][N:64]([CH3:65])[C:41]([C:26]1[CH:27]=[C:28]2[C:33](=[C:24]([CH:22]([NH:21][C:16]3[CH:17]=[C:18]([F:20])[CH:19]=[C:14]([F:13])[CH:15]=3)[CH3:23])[CH:25]=1)[O:32][C:31]([N:34]1[CH2:39][CH2:38][O:37][CH2:36][CH2:35]1)=[CH:30][C:29]2=[O:40])=[O:42])([C:57]([CH3:59])([CH3:60])[CH3:58])([C:51]1[CH:52]=[CH:53][CH:54]=[CH:55][CH:56]=1)[C:45]1[CH:46]=[CH:47][CH:48]=[CH:49][CH:50]=1. The yield is 0.940. (3) The reactants are [Br:1][C:2]1[CH:3]=[C:4]([NH:13][CH:14]2[CH2:18][CH2:17][CH2:16][CH2:15]2)[C:5]([Cl:12])=[C:6]([CH:11]=1)[C:7]([O:9][CH3:10])=[O:8].[C:19](=O)([O-])[O-].[Cs+].[Cs+].CI. The catalyst is C(#N)C. The product is [Br:1][C:2]1[CH:3]=[C:4]([N:13]([CH:14]2[CH2:18][CH2:17][CH2:16][CH2:15]2)[CH3:19])[C:5]([Cl:12])=[C:6]([CH:11]=1)[C:7]([O:9][CH3:10])=[O:8]. The yield is 0.610. (4) The reactants are [CH3:1][C:2]1[O:6][C:5]([C:7]2[CH:12]=[CH:11][C:10]([N:13]([CH3:20])[C:14]3[CH:19]=[CH:18][CH:17]=[CH:16][CH:15]=3)=[CH:9][CH:8]=2)=[N:4][C:3]=1[CH2:21][CH2:22][OH:23].[C:24]1([CH3:34])[CH:29]=[CH:28][C:27]([S:30](Cl)(=[O:32])=[O:31])=[CH:26][CH:25]=1.C(N(CC)CC)C. The catalyst is C(Cl)Cl.CN(C1C=CN=CC=1)C. The product is [CH3:1][C:2]1[O:6][C:5]([C:7]2[CH:8]=[CH:9][C:10]([N:13]([CH3:20])[C:14]3[CH:19]=[CH:18][CH:17]=[CH:16][CH:15]=3)=[CH:11][CH:12]=2)=[N:4][C:3]=1[CH2:21][CH2:22][O:23][S:30]([C:27]1[CH:28]=[CH:29][C:24]([CH3:34])=[CH:25][CH:26]=1)(=[O:32])=[O:31]. The yield is 0.830. (5) The catalyst is O.NN. The reactants are [F:1][C:2]1[CH:3]=[CH:4][CH:5]=[C:6]2[C:10]=1[N:9]([CH3:11])[C:8](=[O:12])[C:7]2=O. The yield is 0.920. The product is [F:1][C:2]1[CH:3]=[CH:4][CH:5]=[C:6]2[C:10]=1[N:9]([CH3:11])[C:8](=[O:12])[CH2:7]2. (6) The reactants are [N+:1]([C:4]1[CH:5]=[CH:6][C:7]([NH:10][C:11]([CH:13]2[CH2:18][CH2:17][CH2:16][CH2:15][CH2:14]2)=[O:12])=[N:8][CH:9]=1)([O-])=O. The catalyst is [Pd].CO. The product is [NH2:1][C:4]1[CH:5]=[CH:6][C:7]([NH:10][C:11]([CH:13]2[CH2:14][CH2:15][CH2:16][CH2:17][CH2:18]2)=[O:12])=[N:8][CH:9]=1. The yield is 0.990.